Task: Regression. Given a peptide amino acid sequence and an MHC pseudo amino acid sequence, predict their binding affinity value. This is MHC class II binding data.. Dataset: Peptide-MHC class II binding affinity with 134,281 pairs from IEDB (1) The peptide sequence is KLIEDINVGFKAAVA. The MHC is DRB3_0202 with pseudo-sequence DRB3_0202. The binding affinity (normalized) is 0.536. (2) The peptide sequence is TGRLQSLQTYVTQQL. The MHC is DRB5_0101 with pseudo-sequence DRB5_0101. The binding affinity (normalized) is 0.264.